Task: Predict the reaction yield, written as a fraction of the theoretical maximum amount of product (1.0 means a 100% yield; for example, 0.34 means a 34% yield).. Dataset: Reaction yield outcomes from USPTO patents with 853,638 reactions (1) The reactants are Br[CH2:2][C:3]1[S:11][C:10]2[C:9]([N:12]3[CH2:17][CH2:16][O:15][CH2:14][CH2:13]3)=[N:8][C:7]([Cl:18])=[N:6][C:5]=2[CH:4]=1.[O:19]1[C:24]2([CH2:29][CH2:28][NH:27][CH2:26][CH2:25]2)[CH2:23][NH:22][C:21](=[O:30])[CH2:20]1.C(=O)([O-])[O-].[K+].[K+]. The catalyst is CN(C=O)C. The product is [Cl:18][C:7]1[N:8]=[C:9]([N:12]2[CH2:17][CH2:16][O:15][CH2:14][CH2:13]2)[C:10]2[S:11][C:3]([CH2:2][N:27]3[CH2:26][CH2:25][C:24]4([O:19][CH2:20][C:21](=[O:30])[NH:22][CH2:23]4)[CH2:29][CH2:28]3)=[CH:4][C:5]=2[N:6]=1. The yield is 0.820. (2) The reactants are C(OC([NH:11][CH:12]([CH2:23][CH2:24][P:25]([O:29][C:30]1[CH:35]=[CH:34][C:33]([C:36]#[N:37])=[CH:32][CH:31]=1)([O:27][CH3:28])=[O:26])[C:13]([O:15]CC1C=CC=CC=1)=[O:14])=O)C1C=CC=CC=1.C1(OC)C=CC=CC=1.[Cl-].[Cl-].[Cl-].[Al+3].O. The catalyst is [N+](C)([O-])=O. The product is [NH2:11][CH:12]([CH2:23][CH2:24][P:25]([O:29][C:30]1[CH:31]=[CH:32][C:33]([C:36]#[N:37])=[CH:34][CH:35]=1)([O:27][CH3:28])=[O:26])[C:13]([OH:15])=[O:14]. The yield is 0.700. (3) The reactants are [CH3:1][O:2][C:3]1([O:10][CH3:11])[CH2:8][CH2:7][O:6][CH2:5][CH:4]1[OH:9].[H-].[Na+].I[CH2:15][CH3:16]. The catalyst is C1COCC1. The product is [CH2:15]([O:9][CH:4]1[C:3]([O:10][CH3:11])([O:2][CH3:1])[CH2:8][CH2:7][O:6][CH2:5]1)[CH3:16]. The yield is 0.900. (4) The reactants are [Br:1][C:2]1[N:7]=[CH:6][C:5]([NH2:8])=[CH:4][CH:3]=1.[I:9]I.CCCCCC. The catalyst is CCO.[O-]S([O-])(=O)=O.[Ag+].[Ag+]. The product is [Br:1][C:2]1[N:7]=[C:6]([I:9])[C:5]([NH2:8])=[CH:4][CH:3]=1. The yield is 0.650. (5) The reactants are C([O:3][C:4](=[O:55])[CH:5]([O:7][P:8]([CH2:17][CH2:18][N:19]1[CH2:24][CH2:23][N:22]([CH2:25][C:26]2[CH:31]=[CH:30][C:29]([C:32](=[O:54])[NH:33][C:34]3[CH:39]=[CH:38][C:37]([CH3:40])=[C:36]([NH:41][C:42]4[N:47]=[C:46]([C:48]5[CH:49]=[N:50][CH:51]=[CH:52][CH:53]=5)[CH:45]=[CH:44][N:43]=4)[CH:35]=3)=[CH:28][CH:27]=2)[CH2:21][CH2:20]1)([O:10]C1C=CC=CC=1)=[O:9])[CH3:6])C.[OH-].[Na+].Cl. The catalyst is C(#N)C.O. The product is [OH:10][P:8]([CH2:17][CH2:18][N:19]1[CH2:24][CH2:23][N:22]([CH2:25][C:26]2[CH:27]=[CH:28][C:29]([C:32](=[O:54])[NH:33][C:34]3[CH:39]=[CH:38][C:37]([CH3:40])=[C:36]([NH:41][C:42]4[N:47]=[C:46]([C:48]5[CH:49]=[N:50][CH:51]=[CH:52][CH:53]=5)[CH:45]=[CH:44][N:43]=4)[CH:35]=3)=[CH:30][CH:31]=2)[CH2:21][CH2:20]1)([O:7][CH:5]([CH3:6])[C:4]([OH:55])=[O:3])=[O:9]. The yield is 0.380. (6) The reactants are CS(OC[CH2:7][CH2:8][C@@:9]1([C:25]2[CH:30]=[CH:29][CH:28]=[CH:27][CH:26]=2)[O:14][C:13](=[O:15])[N:12]([C@H:16]([C:18]2[CH:23]=[CH:22][C:21]([Br:24])=[CH:20][CH:19]=2)[CH3:17])[CH2:11][CH2:10]1)(=O)=O.[H-].[Na+].[CH3:33][NH:34][C:35](=[O:37])[CH3:36].[CH2:38](Cl)Cl. No catalyst specified. The product is [Br:24][C:21]1[CH:20]=[CH:19][C:18]([C@@H:16]([N:12]2[CH2:11][CH2:10][C@:9]([CH2:8][CH2:7][CH2:33][N:34]([CH3:38])[C:35](=[O:37])[CH3:36])([C:25]3[CH:26]=[CH:27][CH:28]=[CH:29][CH:30]=3)[O:14][C:13]2=[O:15])[CH3:17])=[CH:23][CH:22]=1. The yield is 0.680. (7) The reactants are [NH2:1][C:2]1[CH:3]=[C:4]([NH:8][C:9]2[N:14]=[C:13]([C:15]3[S:19][C:18]([S:20][CH3:21])=[C:17]([C:22]#[N:23])[C:16]=3[CH:24]3[CH2:29][CH2:28][CH2:27][CH2:26][CH2:25]3)[C:12]([CH3:30])=[CH:11][N:10]=2)[CH:5]=[CH:6][CH:7]=1.[CH2:31]([N:33]([CH2:37][CH3:38])[CH2:34][CH2:35]Br)[CH3:32].Br.CC(C)([O-])C.[Na+]. The catalyst is C1COCC1.C(Cl)Cl.CO. The product is [CH:24]1([C:16]2[C:17]([C:22]#[N:23])=[C:18]([S:20][CH3:21])[S:19][C:15]=2[C:13]2[C:12]([CH3:30])=[CH:11][N:10]=[C:9]([NH:8][C:4]3[CH:5]=[CH:6][CH:7]=[C:2]([NH:1][CH2:32][CH2:31][N:33]([CH2:37][CH3:38])[CH2:34][CH3:35])[CH:3]=3)[N:14]=2)[CH2:29][CH2:28][CH2:27][CH2:26][CH2:25]1. The yield is 0.330.